Predict the reactants needed to synthesize the given product. From a dataset of Full USPTO retrosynthesis dataset with 1.9M reactions from patents (1976-2016). Given the product [Cl:20][C:17]1[CH:16]=[CH:15][C:14]([NH:13][C:11](=[O:12])[NH2:10])=[CH:19][CH:18]=1, predict the reactants needed to synthesize it. The reactants are: C(C1C=C([NH:10][C:11]([NH:13][C:14]2[CH:19]=[CH:18][C:17]([Cl:20])=[CH:16][CH:15]=2)=[O:12])N(C2C=C(C=CC=2)C(OCC)=O)N=1)(C)(C)C.